From a dataset of Reaction yield outcomes from USPTO patents with 853,638 reactions. Predict the reaction yield, written as a fraction of the theoretical maximum amount of product (1.0 means a 100% yield; for example, 0.34 means a 34% yield). (1) The product is [CH3:1][C:2]1[C:3]([O:11][CH3:12])=[CH:4][CH:5]=[CH:6][C:7]=1[NH2:8]. The yield is 0.980. The catalyst is C(O)C.[Pd]. The reactants are [CH3:1][C:2]1[C:7]([N+:8]([O-])=O)=[CH:6][CH:5]=[CH:4][C:3]=1[O:11][CH3:12]. (2) The reactants are C([O:3][C:4](=[O:28])[C:5]([CH3:27])([O:7][C:8]1[CH:13]=[CH:12][CH:11]=[C:10]([NH:14][CH2:15][CH2:16][C:17]2[CH:22]=[CH:21][C:20]([C:23]([F:26])([F:25])[F:24])=[CH:19][CH:18]=2)[CH:9]=1)[CH3:6])C.[Li+].[OH-]. The yield is 0.330. The product is [CH3:27][C:5]([O:7][C:8]1[CH:13]=[CH:12][CH:11]=[C:10]([NH:14][CH2:15][CH2:16][C:17]2[CH:18]=[CH:19][C:20]([C:23]([F:24])([F:26])[F:25])=[CH:21][CH:22]=2)[CH:9]=1)([CH3:6])[C:4]([OH:28])=[O:3]. The catalyst is C1COCC1.O. (3) The reactants are [F:1][C:2]1([F:8])[CH2:7][C:4]2([O:6][CH2:5]2)[CH2:3]1.[CH3:9][O:10][C:11]1[CH:16]=[C:15]([N+:17]([O-:19])=[O:18])[CH:14]=[CH:13][C:12]=1[O-:20].[K+]. The catalyst is CC#N.O.CCOC(C)=O. The product is [F:1][C:2]1([F:8])[CH2:7][C:4]([CH2:5][O:20][C:12]2[CH:13]=[CH:14][C:15]([N+:17]([O-:19])=[O:18])=[CH:16][C:11]=2[O:10][CH3:9])([OH:6])[CH2:3]1. The yield is 0.720. (4) The reactants are [CH3:1][C:2]1[C:11]2[C:6](=[CH:7][C:8]([CH3:12])=[CH:9][CH:10]=2)[C:5]([N:13]2[C:17]([CH3:18])=[N:16][N:15]=[C:14]2[SH:19])=[CH:4][CH:3]=1.[Cl:20][C:21]1[CH:26]=[C:25]([S:27](=[O:30])(=[O:29])[NH2:28])[CH:24]=[CH:23][C:22]=1[NH:31][C:32](=[O:35])[CH2:33]Cl.C(=O)([O-])[O-].[K+].[K+].O. The catalyst is CN(C)C=O. The product is [Cl:20][C:21]1[CH:26]=[C:25]([S:27](=[O:30])(=[O:29])[NH2:28])[CH:24]=[CH:23][C:22]=1[NH:31][C:32](=[O:35])[CH2:33][S:19][C:14]1[N:13]([C:5]2[C:6]3[C:11](=[CH:10][CH:9]=[C:8]([CH3:12])[CH:7]=3)[C:2]([CH3:1])=[CH:3][CH:4]=2)[C:17]([CH3:18])=[N:16][N:15]=1. The yield is 0.390. (5) The reactants are [NH2:1][C:2]1[N:7]=[N:6][C:5]([N:8]2[CH2:13][CH2:12][N:11]([C:14]([C:16]3[CH:21]=[CH:20][CH:19]=[CH:18][C:17]=3[C:22]([F:25])([F:24])[F:23])=[O:15])[CH2:10][CH2:9]2)=[CH:4][CH:3]=1.[C:26]([N:33]1[CH:37]=[CH:36]N=C1)(N1C=CN=C1)=[O:27].[CH:38]1([CH2:41]CCN)[CH2:40][CH2:39]1. The catalyst is ClCCl. The product is [CH:38]1([CH2:41][CH2:36][CH2:37][NH:33][C:26]([NH:1][C:2]2[N:7]=[N:6][C:5]([N:8]3[CH2:9][CH2:10][N:11]([C:14](=[O:15])[C:16]4[CH:21]=[CH:20][CH:19]=[CH:18][C:17]=4[C:22]([F:25])([F:24])[F:23])[CH2:12][CH2:13]3)=[CH:4][CH:3]=2)=[O:27])[CH2:40][CH2:39]1. The yield is 0.0850. (6) The reactants are [C:1]([C:3]1[CH:4]=[C:5]([C:9]2[CH:14]=[CH:13][CH:12]=[C:11]([CH:15]=[C:16]3[CH2:21][CH2:20][N:19]([C:22]([O:24][C:25]([CH3:28])([CH3:27])[CH3:26])=[O:23])[CH2:18][CH2:17]3)[CH:10]=2)[CH:6]=[CH:7][CH:8]=1)#[N:2].Cl. The catalyst is CO.[OH-].[OH-].[Pd+2]. The product is [NH2:2][CH2:1][C:3]1[CH:4]=[C:5]([C:9]2[CH:14]=[CH:13][CH:12]=[C:11]([CH2:15][CH:16]3[CH2:21][CH2:20][N:19]([C:22]([O:24][C:25]([CH3:28])([CH3:27])[CH3:26])=[O:23])[CH2:18][CH2:17]3)[CH:10]=2)[CH:6]=[CH:7][CH:8]=1. The yield is 0.870. (7) The reactants are Cl[C:2]1[CH:7]=[C:6]([C:8]2[CH:13]=[CH:12][CH:11]=[C:10]([C:14]#[C:15][C@:16]3([OH:23])[CH2:20][CH2:19][N:18]([CH3:21])[C:17]3=[O:22])[CH:9]=2)[N:5]=[C:4]([C:24]([O:26][CH2:27][CH3:28])=[O:25])[CH:3]=1.C([Sn](CCCC)(CCCC)[C:34]1[CH:39]=[N:38][CH:37]=[CH:36][N:35]=1)CCC.COC1C=CC=C(OC)C=1C1C=CC=CC=1P(C1CCCCC1)C1CCCCC1. The catalyst is O1CCOCC1.CC([O-])=O.CC([O-])=O.[Pd+2]. The product is [OH:23][C@@:16]1([C:15]#[C:14][C:10]2[CH:9]=[C:8]([C:6]3[N:5]=[C:4]([C:24]([O:26][CH2:27][CH3:28])=[O:25])[CH:3]=[C:2]([C:34]4[CH:39]=[N:38][CH:37]=[CH:36][N:35]=4)[CH:7]=3)[CH:13]=[CH:12][CH:11]=2)[CH2:20][CH2:19][N:18]([CH3:21])[C:17]1=[O:22]. The yield is 0.630. (8) The reactants are [Cl:1][C:2]1[C:3]([C:23]([F:26])([F:25])[F:24])=[CH:4][C:5]2[N:9]=[C:8]([CH:10]([OH:12])[CH3:11])[N:7]([C:13]3[CH:18]=[CH:17][C:16]([CH2:19][CH2:20][Cl:21])=[CH:15][CH:14]=3)[C:6]=2[CH:22]=1. The catalyst is C(Cl)Cl.O=[Mn]=O. The product is [Cl:1][C:2]1[C:3]([C:23]([F:25])([F:24])[F:26])=[CH:4][C:5]2[N:9]=[C:8]([C:10](=[O:12])[CH3:11])[N:7]([C:13]3[CH:14]=[CH:15][C:16]([CH2:19][CH2:20][Cl:21])=[CH:17][CH:18]=3)[C:6]=2[CH:22]=1. The yield is 0.880. (9) The reactants are [NH2:1][C:2]1[CH:7]=[CH:6][C:5]([OH:8])=[CH:4][C:3]=1[Cl:9].[H-].[Na+].[CH3:12][O:13][NH:14][C:15]([C:17]1[CH:18]=[C:19]2[C:24](=[CH:25][C:26]=1[O:27][CH2:28][C:29]1[CH:34]=[CH:33][CH:32]=[CH:31][CH:30]=1)[N:23]=[CH:22][CH:21]=[C:20]2Cl)=[O:16].O. The catalyst is CS(C)=O.C(OCC)(=O)C.CCCCCC. The product is [CH3:12][O:13][NH:14][C:15]([C:17]1[CH:18]=[C:19]2[C:24](=[CH:25][C:26]=1[O:27][CH2:28][C:29]1[CH:34]=[CH:33][CH:32]=[CH:31][CH:30]=1)[N:23]=[CH:22][CH:21]=[C:20]2[O:8][C:5]1[CH:6]=[CH:7][C:2]([NH2:1])=[C:3]([Cl:9])[CH:4]=1)=[O:16]. The yield is 0.160.